This data is from Full USPTO retrosynthesis dataset with 1.9M reactions from patents (1976-2016). The task is: Predict the reactants needed to synthesize the given product. (1) The reactants are: [CH3:1][C@@H:2]([O:9][C:10]1[CH:11]=[CH:12][C:13]([O:16][C:17]2[N:22]=[CH:21][C:20]([Cl:23])=[CH:19][C:18]=2[F:24])=[CH:14][CH:15]=1)[C:3]([O:5]CC#C)=[O:4].CCCCCC(OC(COC1C=CC(Cl)=C2C=CC=NC=12)=O)C. Given the product [CH3:1][C@@H:2]([O:9][C:10]1[CH:15]=[CH:14][C:13]([O:16][C:17]2[N:22]=[CH:21][C:20]([Cl:23])=[CH:19][C:18]=2[F:24])=[CH:12][CH:11]=1)[C:3]([OH:5])=[O:4], predict the reactants needed to synthesize it. (2) The reactants are: Cl.[NH2:2][C@@H:3]1[CH2:8][CH2:7][C@H:6]([NH:9][C:10]([C:12]2[C:16]3=[N:17][CH:18]=[CH:19][C:20]([C:21]4[CH:26]=[C:25]([O:27][CH3:28])[CH:24]=[CH:23][C:22]=4[O:29][CH2:30][CH:31]4[CH2:33][CH2:32]4)=[C:15]3[NH:14][C:13]=2[CH3:34])=[O:11])[CH2:5][CH2:4]1.C([O:38][CH2:39][C:40](Cl)=[O:41])(=O)C. Given the product [CH:31]1([CH2:30][O:29][C:22]2[CH:23]=[CH:24][C:25]([O:27][CH3:28])=[CH:26][C:21]=2[C:20]2[CH:19]=[CH:18][N:17]=[C:16]3[C:12]([C:10]([NH:9][C@H:6]4[CH2:7][CH2:8][C@@H:3]([NH:2][C:39](=[O:38])[CH2:40][OH:41])[CH2:4][CH2:5]4)=[O:11])=[C:13]([CH3:34])[NH:14][C:15]=23)[CH2:32][CH2:33]1, predict the reactants needed to synthesize it. (3) The reactants are: [Cl:1][C:2]1[CH:7]=[CH:6][C:5]([C:8]2[Se:9][C:10]([CH:13]=[O:14])=[CH:11][N:12]=2)=[CH:4][CH:3]=1.[BH4-].[Na+]. Given the product [Cl:1][C:2]1[CH:3]=[CH:4][C:5]([C:8]2[Se:9][C:10]([CH2:13][OH:14])=[CH:11][N:12]=2)=[CH:6][CH:7]=1, predict the reactants needed to synthesize it.